From a dataset of Forward reaction prediction with 1.9M reactions from USPTO patents (1976-2016). Predict the product of the given reaction. (1) Given the reactants [C:1]([C:3]1[CH:8]=[CH:7][C:6]([S:9](Cl)(=[O:11])=[O:10])=[CH:5][CH:4]=1)#[N:2].C(=O)([O-])[O-:14].[Ag+2:17].CCCCCC.C(OCC)(=O)C, predict the reaction product. The product is: [C:1]([C:3]1[CH:8]=[CH:7][C:6]([S:9]([O-:11])(=[O:14])=[O:10])=[CH:5][CH:4]=1)#[N:2].[Ag+:17]. (2) The product is: [Br:5][C:6]1[N:11]=[CH:10][C:9]2[NH:12][C:1](=[O:2])[N:13]([CH:14]([CH3:16])[CH3:15])[C:8]=2[CH:7]=1. Given the reactants [C:1](Cl)(Cl)=[O:2].[Br:5][C:6]1[N:11]=[CH:10][C:9]([NH2:12])=[C:8]([NH:13][CH:14]([CH3:16])[CH3:15])[CH:7]=1.C(N(CC)CC)C, predict the reaction product. (3) The product is: [C:1]1([C:7]2[S:11][C:10]3=[N:12][N:13]=[C:14]([SH:15])[N:9]3[CH:8]=2)[CH:2]=[CH:3][CH:4]=[CH:5][CH:6]=1. Given the reactants [C:1]1([C:7]2[S:11][C:10]([NH:12][NH2:13])=[N:9][CH:8]=2)[CH:6]=[CH:5][CH:4]=[CH:3][CH:2]=1.[C:14](N1C=CN=C1)(N1C=CN=C1)=[S:15], predict the reaction product. (4) Given the reactants C([O:3][C:4](=[O:34])[CH2:5][CH2:6][C:7]1[CH:12]=[CH:11][C:10]([O:13][C:14]2[CH:19]=[C:18]([F:20])[CH:17]=[C:16]([O:21][C:22]3[CH:27]=[CH:26][C:25]([C:28]([F:31])([F:30])[F:29])=[CH:24][C:23]=3Br)[CH:15]=2)=[CH:9][C:8]=1[CH3:33])C.[N:35]1[CH:40]=[CH:39][CH:38]=[C:37](B(O)O)[CH:36]=1, predict the reaction product. The product is: [F:20][C:18]1[CH:19]=[C:14]([CH:15]=[C:16]([O:21][C:22]2[CH:27]=[CH:26][C:25]([C:28]([F:30])([F:29])[F:31])=[CH:24][C:23]=2[C:37]2[CH:36]=[N:35][CH:40]=[CH:39][CH:38]=2)[CH:17]=1)[O:13][C:10]1[CH:11]=[CH:12][C:7]([CH2:6][CH2:5][C:4]([OH:3])=[O:34])=[C:8]([CH3:33])[CH:9]=1. (5) Given the reactants [CH3:1][C:2]1([CH3:24])[CH2:11][C:10]2[C:5](=[C:6]3[CH2:15][C:14]([CH3:17])([CH3:16])[O:13][C:7]3=[C:8]([OH:12])[CH:9]=2)[C:4]([C:18]2[CH:23]=[CH:22][CH:21]=[CH:20][CH:19]=2)=[N:3]1.[CH3:25][CH:26](O)[CH3:27].S(=O)(=O)(O)O.C(=O)([O-])O.[Na+], predict the reaction product. The product is: [CH3:1][C:2]1([CH3:24])[CH2:11][C:10]2[C:5](=[C:6]3[CH2:15][C:14]([CH3:16])([CH3:17])[O:13][C:7]3=[C:8]([OH:12])[C:9]=2[CH2:25][CH2:26][CH3:27])[C:4]([C:18]2[CH:19]=[CH:20][CH:21]=[CH:22][CH:23]=2)=[N:3]1. (6) Given the reactants [CH2:1]([O:4][C:5]1[CH:12]=[CH:11][C:10]([C:13]2[O:17][N:16]=[C:15]([C:18]3[CH:28]=[CH:27][C:21]4[CH2:22][CH2:23][NH:24][CH2:25][CH2:26][C:20]=4[CH:19]=3)[N:14]=2)=[CH:9][C:6]=1[C:7]#[N:8])[CH2:2][CH3:3].[CH2:29]([OH:34])[CH:30]([OH:33])[CH:31]=O.C(O)(=O)C.C(O[BH-](OC(=O)C)OC(=O)C)(=O)C.[Na+], predict the reaction product. The product is: [OH:33][CH:30]([CH2:29][OH:34])[CH2:31][N:24]1[CH2:23][CH2:22][C:21]2[CH:27]=[CH:28][C:18]([C:15]3[N:14]=[C:13]([C:10]4[CH:11]=[CH:12][C:5]([O:4][CH2:1][CH2:2][CH3:3])=[C:6]([CH:9]=4)[C:7]#[N:8])[O:17][N:16]=3)=[CH:19][C:20]=2[CH2:26][CH2:25]1. (7) Given the reactants [S:1]1[C:5]2[CH:6]=[C:7]([C:10]([OH:12])=O)[CH:8]=[CH:9][C:4]=2[N:3]=[CH:2]1.[F:13][C:14]([F:28])([F:27])[C:15]1[CH:16]=[C:17]([CH2:21][CH2:22][C:23]([NH:25][NH2:26])=[O:24])[CH:18]=[CH:19][CH:20]=1, predict the reaction product. The product is: [F:13][C:14]([F:27])([F:28])[C:15]1[CH:16]=[C:17]([CH2:21][CH2:22][C:23]([NH:25][NH:26][C:10]([C:7]2[CH:8]=[CH:9][C:4]3[N:3]=[CH:2][S:1][C:5]=3[CH:6]=2)=[O:12])=[O:24])[CH:18]=[CH:19][CH:20]=1.